Dataset: Forward reaction prediction with 1.9M reactions from USPTO patents (1976-2016). Task: Predict the product of the given reaction. (1) The product is: [C:1]([C:5]1[CH:10]=[CH:9][C:8]([S:11]([N:14]([C:15]2[CH:23]=[C:22]3[C:18]([CH:19]=[N:20][NH:21]3)=[CH:17][CH:16]=2)[CH2:24][C:25]([N:30]([CH2:28][CH3:29])[CH2:31][C:32]2[CH:37]=[CH:36][CH:35]=[CH:34][N:33]=2)=[O:27])(=[O:13])=[O:12])=[CH:7][CH:6]=1)([CH3:3])([CH3:2])[CH3:4]. Given the reactants [C:1]([C:5]1[CH:10]=[CH:9][C:8]([S:11]([N:14]([CH2:24][C:25]([OH:27])=O)[C:15]2[CH:23]=[C:22]3[C:18]([CH:19]=[N:20][NH:21]3)=[CH:17][CH:16]=2)(=[O:13])=[O:12])=[CH:7][CH:6]=1)([CH3:4])([CH3:3])[CH3:2].[CH2:28]([NH:30][CH2:31][C:32]1[CH:37]=[CH:36][CH:35]=[CH:34][N:33]=1)[CH3:29], predict the reaction product. (2) Given the reactants N1C=CC=CC=1.Cl.CN(C)CCCN=C=NCC.[S:19]1[CH:23]=[CH:22][C:21]2[C:24]([NH2:28])=[CH:25][CH:26]=[CH:27][C:20]1=2.[N:29]1([C:35]2[N:36]=[C:37]([CH2:42][C:43]([O-])=[O:44])[NH:38][C:39](=[O:41])[CH:40]=2)[CH2:34][CH2:33][O:32][CH2:31][CH2:30]1.[Na+], predict the reaction product. The product is: [S:19]1[C:20]2[CH:27]=[CH:26][CH:25]=[C:24]([NH:28][C:43](=[O:44])[CH2:42][C:37]3[NH:38][C:39](=[O:41])[CH:40]=[C:35]([N:29]4[CH2:34][CH2:33][O:32][CH2:31][CH2:30]4)[N:36]=3)[C:21]=2[CH:22]=[CH:23]1.